This data is from Catalyst prediction with 721,799 reactions and 888 catalyst types from USPTO. The task is: Predict which catalyst facilitates the given reaction. (1) Reactant: [C:1]1([N:7]2[CH:15]=[C:14]3[C:9]([CH:10]=[C:11]([C:16]4[CH:17]=[C:18]([CH:26]5[CH2:31][CH2:30][NH:29][CH2:28][CH2:27]5)[N:19]5[C:24]=4[C:23]([NH2:25])=[N:22][CH:21]=[N:20]5)[CH:12]=[CH:13]3)=[N:8]2)[CH:6]=[CH:5][CH:4]=[CH:3][CH:2]=1.[CH3:32][S:33](Cl)(=[O:35])=[O:34].C(N(CC)C(C)C)(C)C. The catalyst class is: 3. Product: [CH3:32][S:33]([N:29]1[CH2:30][CH2:31][CH:26]([C:18]2[N:19]3[C:24]([C:23]([NH2:25])=[N:22][CH:21]=[N:20]3)=[C:16]([C:11]3[CH:12]=[CH:13][C:14]4[C:9]([CH:10]=3)=[N:8][N:7]([C:1]3[CH:2]=[CH:3][CH:4]=[CH:5][CH:6]=3)[CH:15]=4)[CH:17]=2)[CH2:27][CH2:28]1)(=[O:35])=[O:34]. (2) Reactant: [C:1]1([C:7]2[NH:11][N:10]=[C:9]([C:12]([NH:14][CH2:15][C:16]([OH:18])=O)=[O:13])[CH:8]=2)[CH:6]=[CH:5][CH:4]=[CH:3][CH:2]=1.CCN(C(C)C)C(C)C.C1C=CC2N(O)N=NC=2C=1.CCN=C=NCCCN(C)C.Cl.Cl.Cl.[CH3:52][C:53]1[CH:58]=[CH:57][C:56]([CH3:59])=[CH:55][C:54]=1[NH:60][CH:61]1[CH2:66][CH2:65][NH:64][CH2:63][CH2:62]1. Product: [CH3:52][C:53]1[CH:58]=[CH:57][C:56]([CH3:59])=[CH:55][C:54]=1[NH:60][CH:61]1[CH2:66][CH2:65][N:64]([C:16](=[O:18])[CH2:15][NH:14][C:12]([C:9]2[CH:8]=[C:7]([C:1]3[CH:2]=[CH:3][CH:4]=[CH:5][CH:6]=3)[NH:11][N:10]=2)=[O:13])[CH2:63][CH2:62]1. The catalyst class is: 18. (3) Reactant: [Cl:1][C:2]1[CH:21]=[CH:20][C:19]([C:22]2[C:23]([CH:28]=[O:29])=[N:24][N:25]([CH3:27])[CH:26]=2)=[CH:18][C:3]=1[C:4]([NH:6][CH2:7][C:8]12[CH2:17][CH:12]3[CH2:13][CH:14]([CH2:16][CH:10]([CH2:11]3)[CH2:9]1)[CH2:15]2)=[O:5].S([O-])(O[O-])(=O)=[O:31].[K+].[K+]. Product: [Cl:1][C:2]1[CH:21]=[CH:20][C:19]([C:22]2[C:23]([C:28]([OH:31])=[O:29])=[N:24][N:25]([CH3:27])[CH:26]=2)=[CH:18][C:3]=1[C:4]([NH:6][CH2:7][C:8]12[CH2:9][CH:10]3[CH2:11][CH:12]([CH2:13][CH:14]([CH2:16]3)[CH2:15]1)[CH2:17]2)=[O:5]. The catalyst class is: 9. (4) Reactant: [CH3:1][O:2][C:3]([CH:5]1[CH2:14][C:13]2[N:12]=[C:11]([C:15]([F:18])([F:17])[F:16])[CH:10]=[CH:9][C:8]=2[C:7](=[O:19])[CH2:6]1)=[O:4].BrC(Cl)(Cl)Cl.N12CCCN=C1CCCCC2.CCCCCC. Product: [CH3:1][O:2][C:3]([C:5]1[CH:14]=[C:13]2[C:8]([CH:9]=[CH:10][C:11]([C:15]([F:18])([F:16])[F:17])=[N:12]2)=[C:7]([OH:19])[CH:6]=1)=[O:4]. The catalyst class is: 124. (5) Reactant: [C:1](Cl)(=[O:10])[C:2]1[CH:7]=[CH:6][C:5]([O:8][CH3:9])=[CH:4][CH:3]=1.N1C=CC=CC=1.[NH2:18][C:19]1[CH:40]=[CH:39][C:22]([CH2:23][O:24][C:25]2[CH:26]=[C:27]3[C:32](=[CH:33][CH:34]=2)[CH2:31][CH:30]([CH2:35][N:36]([CH3:38])[CH3:37])[CH2:29][CH2:28]3)=[CH:21][CH:20]=1.C(=O)([O-])[O-].[K+].[K+]. Product: [CH3:38][N:36]([CH2:35][CH:30]1[CH2:29][CH2:28][C:27]2[C:32](=[CH:33][CH:34]=[C:25]([O:24][CH2:23][C:22]3[CH:21]=[CH:20][C:19]([NH:18][C:1](=[O:10])[C:2]4[CH:7]=[CH:6][C:5]([O:8][CH3:9])=[CH:4][CH:3]=4)=[CH:40][CH:39]=3)[CH:26]=2)[CH2:31]1)[CH3:37]. The catalyst class is: 13. (6) Reactant: CC[O-].[Na+].[Na].[F:6][C:7]([C:10]1[N:15]=[C:14]([C:16](OC)=O)[CH:13]=[CH:12][CH:11]=1)([F:9])[CH3:8].[NH2:20][C:21]([NH:23][C:24]([NH2:26])=[O:25])=[O:22]. Product: [F:9][C:7]([C:10]1[N:15]=[C:14]([C:16]2[NH:26][C:24](=[O:25])[NH:23][C:21](=[O:22])[N:20]=2)[CH:13]=[CH:12][CH:11]=1)([F:6])[CH3:8]. The catalyst class is: 14.